Dataset: Peptide-MHC class II binding affinity with 134,281 pairs from IEDB. Task: Regression. Given a peptide amino acid sequence and an MHC pseudo amino acid sequence, predict their binding affinity value. This is MHC class II binding data. (1) The peptide sequence is RVKLSALTLKGTSYK. The MHC is DRB1_1301 with pseudo-sequence DRB1_1301. The binding affinity (normalized) is 0.599. (2) The peptide sequence is GELQIVDKIDAAEKI. The MHC is DRB4_0101 with pseudo-sequence DRB4_0103. The binding affinity (normalized) is 0.749. (3) The peptide sequence is LLTIGLSLVASVELP. The MHC is DRB1_0701 with pseudo-sequence DRB1_0701. The binding affinity (normalized) is 0.601. (4) The peptide sequence is DKGIPFMKMNISVIMHHHHHH. The MHC is DRB1_0301 with pseudo-sequence DRB1_0301. The binding affinity (normalized) is 0.623. (5) The peptide sequence is FLAVAVVLGLATSPT. The MHC is DRB1_0101 with pseudo-sequence DRB1_0101. The binding affinity (normalized) is 0.687. (6) The peptide sequence is TPAAPAGAEPAGKAT. The MHC is HLA-DQA10102-DQB10602 with pseudo-sequence HLA-DQA10102-DQB10602. The binding affinity (normalized) is 0.146. (7) The peptide sequence is FNDIIHSIINMDADV. The MHC is DRB1_0901 with pseudo-sequence DRB1_0901. The binding affinity (normalized) is 0.519.